This data is from Peptide-MHC class I binding affinity with 185,985 pairs from IEDB/IMGT. The task is: Regression. Given a peptide amino acid sequence and an MHC pseudo amino acid sequence, predict their binding affinity value. This is MHC class I binding data. (1) The peptide sequence is LRSEAFEYY. The MHC is HLA-A30:02 with pseudo-sequence HLA-A30:02. The binding affinity (normalized) is 0.626. (2) The MHC is HLA-A02:01 with pseudo-sequence HLA-A02:01. The binding affinity (normalized) is 0.213. The peptide sequence is IVMRYVLDH. (3) The binding affinity (normalized) is 0.0180. The MHC is HLA-A23:01 with pseudo-sequence HLA-A23:01. The peptide sequence is LVSDYCNVLNKEFT. (4) The peptide sequence is NIQKITVFNK. The MHC is HLA-A33:01 with pseudo-sequence HLA-A33:01. The binding affinity (normalized) is 0.345. (5) The peptide sequence is FLYGALRLA. The MHC is HLA-A02:01 with pseudo-sequence HLA-A02:01. The binding affinity (normalized) is 0.819. (6) The peptide sequence is GWPDNYCEW. The MHC is HLA-A30:01 with pseudo-sequence HLA-A30:01. The binding affinity (normalized) is 0.0847. (7) The peptide sequence is EIYKRWII. The MHC is HLA-A31:01 with pseudo-sequence HLA-A31:01. The binding affinity (normalized) is 0.